This data is from Catalyst prediction with 721,799 reactions and 888 catalyst types from USPTO. The task is: Predict which catalyst facilitates the given reaction. (1) Reactant: N1([B:6]([OH:8])[OH:7])CCCC1.[OH:9][C:10]([C:13]([OH:16])([CH3:15])[CH3:14])([CH3:12])[CH3:11].[O-]S([O-])(=O)=O.[Na+].[Na+]. Product: [BH:6]([OH:8])[OH:7].[OH:9][C:10]([C:13]([OH:16])([CH3:15])[CH3:14])([CH3:12])[CH3:11]. The catalyst class is: 480. (2) Reactant: [CH3:1][C:2]([NH:15][CH2:16][C@@H:17]([OH:32])[CH2:18][O:19][C@H:20]([CH:29]1[CH2:31][CH2:30]1)[C:21]1[CH:26]=[CH:25][CH:24]=[CH:23][C:22]=1[CH2:27][OH:28])([CH3:14])[CH2:3][C:4]1[CH:13]=[CH:12][C:11]2[C:6](=[CH:7][CH:8]=[CH:9][CH:10]=2)[CH:5]=1.[C:33]([OH:40])(=[O:39])/[CH:34]=[CH:35]/[C:36]([OH:38])=[O:37]. Product: [C:33]([OH:40])(=[O:39])/[CH:34]=[CH:35]/[C:36]([OH:38])=[O:37].[CH3:14][C:2]([NH:15][CH2:16][C@@H:17]([OH:32])[CH2:18][O:19][C@H:20]([CH:29]1[CH2:31][CH2:30]1)[C:21]1[CH:26]=[CH:25][CH:24]=[CH:23][C:22]=1[CH2:27][OH:28])([CH3:1])[CH2:3][C:4]1[CH:13]=[CH:12][C:11]2[C:6](=[CH:7][CH:8]=[CH:9][CH:10]=2)[CH:5]=1.[CH3:14][C:2]([NH:15][CH2:16][C@@H:17]([OH:32])[CH2:18][O:19][C@@H:20]([C:21]1[CH:26]=[CH:25][CH:24]=[CH:23][C:22]=1[CH2:27][OH:28])[CH:29]1[CH2:31][CH2:30]1)([CH3:1])[CH2:3][C:4]1[CH:13]=[CH:12][C:11]2[C:6](=[CH:7][CH:8]=[CH:9][CH:10]=2)[CH:5]=1. The catalyst class is: 5. (3) Reactant: [CH2:1]([O:4][C:5]1([CH3:34])[CH2:10][CH2:9][N:8]([C:11]2[N:16]3[N:17]=[C:18]([CH2:20]I)[CH:19]=[C:15]3[N:14]=[C:13]([CH3:22])[C:12]=2[C@H:23]([O:29][C:30]([CH3:33])([CH3:32])[CH3:31])[C:24]([O:26][CH2:27][CH3:28])=[O:25])[CH2:7][CH2:6]1)[CH:2]=[CH2:3].CCN(C(C)C)C(C)C.[CH2:44]([C:48]1[CH:58]=[C:57]([F:59])[CH:56]=[CH:55][C:49]=1[CH2:50][NH:51][CH:52]1[CH2:54][CH2:53]1)[CH2:45][CH:46]=[CH2:47]. Product: [CH2:1]([O:4][C:5]1([CH3:34])[CH2:10][CH2:9][N:8]([C:11]2[N:16]3[N:17]=[C:18]([CH2:20][N:51]([CH2:50][C:49]4[CH:55]=[CH:56][C:57]([F:59])=[CH:58][C:48]=4[CH2:44][CH2:45][CH:46]=[CH2:47])[CH:52]4[CH2:54][CH2:53]4)[CH:19]=[C:15]3[N:14]=[C:13]([CH3:22])[C:12]=2[C@H:23]([O:29][C:30]([CH3:33])([CH3:32])[CH3:31])[C:24]([O:26][CH2:27][CH3:28])=[O:25])[CH2:7][CH2:6]1)[CH:2]=[CH2:3]. The catalyst class is: 10. (4) Reactant: Cl.[CH3:2]NOC.C(N(CC)CC)C.[CH3:13][O:14][C:15]1[CH:20]=[CH:19][C:18]([O:21][CH3:22])=[CH:17][C:16]=1[CH2:23][C:24](Cl)=O.C[Mg]Br.CCOCC.BrC1C=C(C2[S:46][C:45]([NH:47][C:48](=[O:57])[C:49]3[C:54]([F:55])=[CH:53][CH:52]=[CH:51][C:50]=3[F:56])=[N:44]C=2C)C=CN=1. Product: [CH3:13][O:14][C:15]1[CH:20]=[CH:19][C:18]([O:21][CH3:22])=[CH:17][C:16]=1[C:23]1[S:46][C:45]([NH:47][C:48](=[O:57])[C:49]2[C:54]([F:55])=[CH:53][CH:52]=[CH:51][C:50]=2[F:56])=[N:44][C:24]=1[CH3:2]. The catalyst class is: 2. (5) Reactant: [CH3:1][O:2][C:3](=[O:25])[CH2:4][CH2:5][C:6]1[C:10]([CH3:11])=[C:9]([C:12](=[O:23])[NH:13][CH:14]2[CH2:19][CH2:18][N:17]([CH:20]([CH3:22])[CH3:21])[CH2:16][CH2:15]2)[NH:8][C:7]=1[CH3:24].C([O-])([O-])=O.[Cs+].[Cs+].Br[CH2:33][C:34]1[CH:38]=[C:37]([C:39]2[S:40][C:41]([Cl:44])=[CH:42][CH:43]=2)[O:36][N:35]=1.C(O)(=O)C. Product: [CH3:1][O:2][C:3](=[O:25])[CH2:4][CH2:5][C:6]1[C:10]([CH3:11])=[C:9]([C:12](=[O:23])[NH:13][CH:14]2[CH2:15][CH2:16][N:17]([CH:20]([CH3:21])[CH3:22])[CH2:18][CH2:19]2)[N:8]([CH2:33][C:34]2[CH:38]=[C:37]([C:39]3[S:40][C:41]([Cl:44])=[CH:42][CH:43]=3)[O:36][N:35]=2)[C:7]=1[CH3:24]. The catalyst class is: 3. (6) Reactant: [Br:1][C:2]1[CH:7]=[CH:6][C:5]([OH:8])=[CH:4][CH:3]=1.N1C=CN=C1.[CH:14]([Si:17](Cl)([CH:21]([CH3:23])[CH3:22])[CH:18]([CH3:20])[CH3:19])([CH3:16])[CH3:15]. Product: [Br:1][C:2]1[CH:7]=[CH:6][C:5]([O:8][Si:17]([CH:21]([CH3:23])[CH3:22])([CH:18]([CH3:20])[CH3:19])[CH:14]([CH3:16])[CH3:15])=[CH:4][CH:3]=1. The catalyst class is: 18. (7) Reactant: [Br-:1].[Br-].[Br-].C([N+](CCCC)(CCCC)CCCC)CCC.C([N+](CCCC)(CCCC)CCCC)CCC.C([N+](CCCC)(CCCC)CCCC)CCC.[CH2:55]([C:57]1[CH:62]=[CH:61][CH:60]=[C:59]([F:63])[C:58]=1[OH:64])[CH3:56]. Product: [Br:1][C:61]1[CH:60]=[C:59]([F:63])[C:58]([OH:64])=[C:57]([CH2:55][CH3:56])[CH:62]=1. The catalyst class is: 22. (8) Reactant: [CH:1]1([C:4]2[N:5]=[C:6]3[C:12]([C:13]([OH:15])=O)=[CH:11][NH:10][C:7]3=[N:8][CH:9]=2)[CH2:3][CH2:2]1.[NH2:16][C@@H:17]([CH:22]1[CH2:24][CH2:23]1)[C:18]([CH3:21])([OH:20])[CH3:19].C(Cl)CCl.C1C=CC2N(O)N=NC=2C=1.CCN(C(C)C)C(C)C. Product: [CH:22]1([C@H:17]([NH:16][C:13]([C:12]2[C:6]3[C:7](=[N:8][CH:9]=[C:4]([CH:1]4[CH2:2][CH2:3]4)[N:5]=3)[NH:10][CH:11]=2)=[O:15])[C:18]([OH:20])([CH3:21])[CH3:19])[CH2:24][CH2:23]1. The catalyst class is: 3.